Predict the product of the given reaction. From a dataset of Forward reaction prediction with 1.9M reactions from USPTO patents (1976-2016). (1) Given the reactants [N+:1]([C:4]1[CH:9]=[CH:8][CH:7]=[CH:6][C:5]=1[OH:10])([O-:3])=[O:2].C(=O)([O-])[O-].[Na+].[Na+].[Br:17][CH2:18][CH2:19][CH2:20]Br, predict the reaction product. The product is: [Br:17][CH2:18][CH2:19][CH2:20][O:10][C:5]1[CH:6]=[CH:7][CH:8]=[CH:9][C:4]=1[N+:1]([O-:3])=[O:2]. (2) Given the reactants C(N(CC)CC)C.[O:8]=[C:9]1[N:15]([CH:16]2[CH2:21][CH2:20][N:19]([C:22]([O:24][C@@H:25]([C:39](O)=[O:40])[CH2:26][C:27]3[CH:32]=[C:31]([C:33]([F:36])([F:35])[F:34])[C:30]([NH2:37])=[C:29]([Cl:38])[CH:28]=3)=[O:23])[CH2:18][CH2:17]2)[CH2:14][CH2:13][C:12]2[CH:42]=[CH:43][CH:44]=[CH:45][C:11]=2[NH:10]1.[CH3:46][N:47]1[CH2:52][CH2:51][CH:50]([N:53]2[CH2:58][CH2:57][NH:56][CH2:55][C@H:54]2[C:59]([O:61][CH2:62][CH3:63])=[O:60])[CH2:49][CH2:48]1.CN(C(ON1N=NC2C=CC=CC1=2)=[N+](C)C)C.[B-](F)(F)(F)F, predict the reaction product. The product is: [NH2:37][C:30]1[C:31]([C:33]([F:36])([F:35])[F:34])=[CH:32][C:27]([CH2:26][C@@H:25]([O:24][C:22]([N:19]2[CH2:20][CH2:21][CH:16]([N:15]3[CH2:14][CH2:13][C:12]4[CH:42]=[CH:43][CH:44]=[CH:45][C:11]=4[NH:10][C:9]3=[O:8])[CH2:17][CH2:18]2)=[O:23])[C:39]([N:56]2[CH2:57][CH2:58][N:53]([CH:50]3[CH2:49][CH2:48][N:47]([CH3:46])[CH2:52][CH2:51]3)[C@H:54]([C:59]([O:61][CH2:62][CH3:63])=[O:60])[CH2:55]2)=[O:40])=[CH:28][C:29]=1[Cl:38]. (3) Given the reactants Cl[C:2]1[CH:7]=[C:6]([C:8]2[CH:13]=[CH:12][CH:11]=[CH:10][N:9]=2)[N:5]=[C:4]([C:14]2[CH:19]=[CH:18][CH:17]=[CH:16][N:15]=2)[N:3]=1.[CH3:20][O:21][C:22]1[CH:28]=[CH:27][C:26]([O:29][CH3:30])=[CH:25][C:23]=1[NH2:24], predict the reaction product. The product is: [CH3:20][O:21][C:22]1[CH:28]=[CH:27][C:26]([O:29][CH3:30])=[CH:25][C:23]=1[NH:24][C:2]1[CH:7]=[C:6]([C:8]2[CH:13]=[CH:12][CH:11]=[CH:10][N:9]=2)[N:5]=[C:4]([C:14]2[CH:19]=[CH:18][CH:17]=[CH:16][N:15]=2)[N:3]=1. (4) The product is: [I:2][C:18]1[N:19]=[N:20][N:21]([CH2:23][CH2:24][NH:25][C:26]([NH2:28])=[NH:27])[CH:22]=1. Given the reactants [Na].[I-:2].C([O-])(=O)C.[NH4+].C(OO)(=O)C.C([Sn](CCCC)(CCCC)[C:18]1[N:19]=[N:20][N:21]([CH2:23][CH2:24][NH:25][C:26]([NH2:28])=[NH:27])[CH:22]=1)CCC.C(#N)C, predict the reaction product. (5) Given the reactants [OH:1][C:2]1[N:7]=[CH:6][N:5]=[C:4]([C:8]([O:10]CC)=[O:9])[C:3]=1[CH3:13], predict the reaction product. The product is: [OH:1][C:2]1[N:7]=[CH:6][N:5]=[C:4]([C:8]([OH:10])=[O:9])[C:3]=1[CH3:13]. (6) Given the reactants [CH2:1]([O:5][CH:6]1[CH2:13][CH2:12][CH2:11][CH2:10][CH2:9][C:8]#[C:7]1)[CH2:2][CH:3]=[CH2:4].[CH2:14]([O:16][SiH:17]([O:21][CH2:22][CH3:23])[O:18][CH2:19][CH3:20])[CH3:15], predict the reaction product. The product is: [CH:6]1([O:5][CH2:1][CH2:2][CH2:3][CH2:4][Si:17]([O:21][CH2:22][CH3:23])([O:18][CH2:19][CH3:20])[O:16][CH2:14][CH3:15])[CH2:13][CH2:12][CH2:11][CH2:10][CH2:9][C:8]#[C:7]1.